Dataset: NCI-60 drug combinations with 297,098 pairs across 59 cell lines. Task: Regression. Given two drug SMILES strings and cell line genomic features, predict the synergy score measuring deviation from expected non-interaction effect. (1) Drug 2: C1=CC(=CC=C1CCC2=CNC3=C2C(=O)NC(=N3)N)C(=O)NC(CCC(=O)O)C(=O)O. Synergy scores: CSS=33.6, Synergy_ZIP=-6.64, Synergy_Bliss=-11.2, Synergy_Loewe=-11.8, Synergy_HSA=-10.0. Drug 1: CC12CCC3C(C1CCC2=O)CC(=C)C4=CC(=O)C=CC34C. Cell line: HOP-92. (2) Synergy scores: CSS=-2.51, Synergy_ZIP=1.76, Synergy_Bliss=1.23, Synergy_Loewe=-3.00, Synergy_HSA=-2.49. Cell line: UACC-257. Drug 1: CC(C1=C(C=CC(=C1Cl)F)Cl)OC2=C(N=CC(=C2)C3=CN(N=C3)C4CCNCC4)N. Drug 2: CC1=C(C=C(C=C1)C(=O)NC2=CC(=CC(=C2)C(F)(F)F)N3C=C(N=C3)C)NC4=NC=CC(=N4)C5=CN=CC=C5.